From a dataset of Full USPTO retrosynthesis dataset with 1.9M reactions from patents (1976-2016). Predict the reactants needed to synthesize the given product. (1) Given the product [CH2:1]1[C:9]2[C:4](=[CH:5][CH:6]=[CH:7][CH:8]=2)[CH2:3][CH:2]1[C@H:10]1[NH:15][C:14](=[O:16])[C@@H:13]([CH:17]([CH2:20][CH3:21])[CH2:18][CH3:19])[N:12]([CH2:22][C:23]2[CH:28]=[CH:27][CH:26]=[CH:25][C:24]=2[S:29]([NH:32][CH2:33][C:34]([OH:36])=[O:35])(=[O:31])=[O:30])[C:11]1=[O:44], predict the reactants needed to synthesize it. The reactants are: [CH2:1]1[C:9]2[C:4](=[CH:5][CH:6]=[CH:7][CH:8]=2)[CH2:3][CH:2]1[C@H:10]1[NH:15][C:14](=[O:16])[C@@H:13]([CH:17]([CH2:20][CH3:21])[CH2:18][CH3:19])[N:12]([CH2:22][C:23]2[CH:28]=[CH:27][CH:26]=[CH:25][C:24]=2[S:29]([NH:32][CH2:33][C:34]([O:36]CC2C=CC=CC=2)=[O:35])(=[O:31])=[O:30])[C:11]1=[O:44].C(O)(=O)C. (2) Given the product [C:18]1([C:23]2[CH:28]=[CH:27][CH:26]=[CH:25][CH:24]=2)[CH:19]=[CH:20][CH:21]=[CH:22][C:17]=1[CH2:16][C:12]1[N:11]2[CH2:29][CH2:30][N:31]([CH3:34])[C:32](=[O:33])[C:10]2=[C:9]([OH:8])[C:14](=[O:15])[N:13]=1, predict the reactants needed to synthesize it. The reactants are: C([O:8][C:9]1[C:14](=[O:15])[N:13]=[C:12]([CH2:16][C:17]2[CH:22]=[CH:21][CH:20]=[CH:19][C:18]=2[C:23]2[CH:28]=[CH:27][CH:26]=[CH:25][CH:24]=2)[N:11]2[CH2:29][CH2:30][N:31]([CH3:34])[C:32](=[O:33])[C:10]=12)C1C=CC=CC=1.Cl. (3) Given the product [CH:23]1([C:21]2[CH:20]=[N:19][CH:18]=[C:17]3[O:16][CH2:15][CH:14]([NH2:13])[C:22]=23)[CH2:25][CH2:24]1, predict the reactants needed to synthesize it. The reactants are: N1C2OCC(N)C=2C=CN=1.CO[N:13]=[C:14]1[C:22]2[C:17](=[CH:18][N:19]=[CH:20][C:21]=2[CH:23]2[CH2:25][CH2:24]2)[O:16][CH2:15]1. (4) Given the product [C:1]([O:5][C:6]([N:8]1[C:16]2[C:11](=[CH:12][C:13]([CH2:17][S:25][CH:19]3[CH2:24][CH2:23][CH2:22][CH2:21][CH2:20]3)=[CH:14][CH:15]=2)[CH:10]=[CH:9]1)=[O:7])([CH3:4])([CH3:3])[CH3:2], predict the reactants needed to synthesize it. The reactants are: [C:1]([O:5][C:6]([N:8]1[C:16]2[C:11](=[CH:12][C:13]([CH2:17]Cl)=[CH:14][CH:15]=2)[CH:10]=[CH:9]1)=[O:7])([CH3:4])([CH3:3])[CH3:2].[CH:19]1([SH:25])[CH2:24][CH2:23][CH2:22][CH2:21][CH2:20]1.C([O-])([O-])=O.[K+].[K+]. (5) Given the product [Cl:1][C:2]1[C:12]2[CH2:11][CH2:10][N:9]([C:13]([O:15][CH2:16][CH3:17])=[O:14])[CH2:8][CH2:7][C:6]=2[CH:5]=[CH:4][C:3]=1[N+:23]([O-:25])=[O:24].[Cl:1][C:2]1[C:12]2[CH2:11][CH2:10][N:9]([C:13]([O:15][CH2:16][CH3:17])=[O:14])[CH2:8][CH2:7][C:6]=2[C:5]([N+:23]([O-:26])=[O:24])=[CH:4][CH:3]=1, predict the reactants needed to synthesize it. The reactants are: [Cl:1][C:2]1[C:12]2[CH2:11][CH2:10][N:9]([C:13]([O:15][CH2:16][CH3:17])=[O:14])[CH2:8][CH2:7][C:6]=2[CH:5]=[CH:4][CH:3]=1.S(=O)(=O)(O)O.[N+:23]([O-:26])([OH:25])=[O:24]. (6) Given the product [ClH:35].[CH2:21]([N:18]1[C:19](=[O:20])[CH:13]([NH:12][C:11](=[O:33])[C@@H:9]([NH:7][CH3:6])[CH3:10])[CH2:14][CH2:15][C:16]2[CH:31]=[CH:30][C:29]([Br:32])=[CH:28][C:17]1=2)[C:22]1[CH:23]=[CH:24][CH:25]=[CH:26][CH:27]=1, predict the reactants needed to synthesize it. The reactants are: C(O[C:6](=O)[N:7]([C@H:9]([C:11](=[O:33])[NH:12][C@@H:13]1[C:19](=[O:20])[N:18]([CH2:21][C:22]2[CH:27]=[CH:26][CH:25]=[CH:24][CH:23]=2)[C:17]2[CH:28]=[C:29]([Br:32])[CH:30]=[CH:31][C:16]=2[CH2:15][CH2:14]1)[CH3:10])C)(C)(C)C.[ClH:35].CCOCC. (7) The reactants are: [H-].[Al+3].[Li+].[H-].[H-].[H-].[CH3:7][C:8]1([CH3:28])[CH:25]=[C:24]([CH3:26])[C:23]2[C:10](=[CH:11][CH:12]=[C:13]3[C:22]=2[C:21](=[O:27])[O:20][C:19]2[C:14]3=[CH:15][CH:16]=[CH:17][CH:18]=2)[NH:9]1.C(OCC)(=O)C.Cl. Given the product [OH:27][CH2:21][C:22]1[C:13]([C:14]2[CH:15]=[CH:16][CH:17]=[CH:18][C:19]=2[OH:20])=[CH:12][CH:11]=[C:10]2[C:23]=1[C:24]([CH3:26])=[CH:25][C:8]([CH3:28])([CH3:7])[NH:9]2, predict the reactants needed to synthesize it. (8) The reactants are: [C:1]([O:5][C:6]([N:8]([CH3:27])[C@H:9]1[CH2:14][CH2:13][CH2:12][C@H:11]([NH:15]C(=O)OCC2C=CC=CC=2)[C@@H:10]1[OH:26])=[O:7])([CH3:4])([CH3:3])[CH3:2].[H][H]. Given the product [NH2:15][C@H:11]1[CH2:12][CH2:13][CH2:14][C@H:9]([N:8]([CH3:27])[C:6](=[O:7])[O:5][C:1]([CH3:3])([CH3:4])[CH3:2])[C@H:10]1[OH:26], predict the reactants needed to synthesize it. (9) The reactants are: C([O:3][C:4]([C:6]1([C:10]2[CH:11]=[C:12]([C:23]3[CH:28]=[CH:27][C:26]([C:29]([F:32])([F:31])[F:30])=[CH:25][CH:24]=3)[C:13]([O:17][CH2:18][C:19]([F:22])([F:21])[F:20])=[C:14]([Cl:16])[CH:15]=2)[CH2:9][CH2:8][CH2:7]1)=[O:5])C.O.[OH-].[Li+]. Given the product [Cl:16][C:14]1[CH:15]=[C:10]([C:6]2([C:4]([OH:5])=[O:3])[CH2:7][CH2:8][CH2:9]2)[CH:11]=[C:12]([C:23]2[CH:24]=[CH:25][C:26]([C:29]([F:30])([F:31])[F:32])=[CH:27][CH:28]=2)[C:13]=1[O:17][CH2:18][C:19]([F:21])([F:22])[F:20], predict the reactants needed to synthesize it. (10) Given the product [C:28]([C:25]1[CH:26]=[CH:27][C:22]([N:20]2[C:21]3[C:13]4[CH:12]=[C:11]([NH:10][C:8]([C:7]5[C:2]([Cl:1])=[N:3][CH:4]=[CH:5][CH:6]=5)=[O:9])[CH:34]=[CH:33][C:14]=4[CH2:15][CH2:16][C:17]=3[C:18]([C:30]([NH2:32])=[O:31])=[N:19]2)=[CH:23][CH:24]=1)(=[O:36])[CH3:29], predict the reactants needed to synthesize it. The reactants are: [Cl:1][C:2]1[C:7]([C:8]([NH:10][C:11]2[CH:34]=[CH:33][C:14]3[CH2:15][CH2:16][C:17]4[C:18]([C:30]([NH2:32])=[O:31])=[N:19][N:20]([C:22]5[CH:27]=[CH:26][C:25]([C:28]#[CH:29])=[CH:24][CH:23]=5)[C:21]=4[C:13]=3[CH:12]=2)=[O:9])=[CH:6][CH:5]=[CH:4][N:3]=1.O.[OH:36]S(C(F)(F)F)(=O)=O.C([O-])(O)=O.[Na+].